From a dataset of Full USPTO retrosynthesis dataset with 1.9M reactions from patents (1976-2016). Predict the reactants needed to synthesize the given product. (1) Given the product [CH:37](=[O:38])[C:33]1[CH:34]=[CH:35][CH:36]=[C:31]([O:30][CH3:29])[CH:32]=1, predict the reactants needed to synthesize it. The reactants are: C(OC1C=C(C2C=CC=C(C(C3OC(C)=NN=3)O)C=2)C=CC=1)C1C=CC=CC=1.[CH3:29][O:30][C:31]1[CH:32]=[C:33]([CH:37](C2OC(C)=NN=2)[OH:38])[CH:34]=[CH:35][CH:36]=1.CN1NC=CO1. (2) Given the product [CH3:4][O:5][C:6]1[C@@:7]2([CH2:14][CH:15]=[C:16]([CH3:18])[CH3:17])[CH2:19][CH:20]3[O:22][C@@:8]2([O:12][CH3:13])[C@H:9]([CH2:10][CH:11]=1)[C@@:21]3([CH2:24][CH2:25][CH2:26][C:27]([O:30][Si:31]([CH2:36][CH3:37])([CH2:34][CH3:35])[CH2:32][CH3:33])([CH3:29])[CH3:28])[CH3:23], predict the reactants needed to synthesize it. The reactants are: C(Cl)Cl.[CH3:4][O:5][C:6]1[C:7]([CH2:19][C@@H:20]2[O:22][C@:21]2([CH2:24][CH2:25][CH2:26][C:27]([O:30][Si:31]([CH2:36][CH3:37])([CH2:34][CH3:35])[CH2:32][CH3:33])([CH3:29])[CH3:28])[CH3:23])([CH2:14][CH:15]=[C:16]([CH3:18])[CH3:17])[C:8]([O:12][CH3:13])=[CH:9][CH2:10][CH:11]=1.N1C(C)=CC=CC=1C.FC(F)(F)S(O[Si](C)(C)C)(=O)=O. (3) Given the product [NH2:1][C:2]1[N:7]([CH3:8])[C:6](=[O:9])[C:5]([CH3:10])([CH3:11])[C@:4]([C:13]2[CH:18]=[C:17]([NH:19][CH:24]3[C:25]4[C:30](=[CH:29][CH:28]=[CH:27][CH:26]=4)[C:22]([CH3:32])([CH3:21])[CH2:23]3)[CH:16]=[CH:15][C:14]=2[F:20])([CH3:12])[N:3]=1, predict the reactants needed to synthesize it. The reactants are: [NH2:1][C:2]1[N:7]([CH3:8])[C:6](=[O:9])[C:5]([CH3:11])([CH3:10])[C@:4]([C:13]2[CH:18]=[C:17]([NH2:19])[CH:16]=[CH:15][C:14]=2[F:20])([CH3:12])[N:3]=1.[CH3:21][C:22]1([CH3:32])[C:30]2[C:25](=[CH:26][CH:27]=[CH:28][CH:29]=2)[C:24](=O)[CH2:23]1.[B][B][B][B][B][B][B][B][B][B]. (4) Given the product [Cl:12][C:13]1[N:14]=[C:15]([Cl:20])[N:16]=[C:17]([NH:7][C:5]2[N:4]=[CH:3][N:2]([CH3:1])[CH:6]=2)[N:18]=1, predict the reactants needed to synthesize it. The reactants are: [CH3:1][N:2]1[CH:6]=[C:5]([N+:7]([O-])=O)[N:4]=[CH:3]1.[H][H].[Cl:12][C:13]1[N:18]=[C:17](Cl)[N:16]=[C:15]([Cl:20])[N:14]=1. (5) Given the product [C:33]([O:1][C@@H:2]([C:7]1[C:19]([CH3:20])=[CH:18][N:10]2[N:11]=[C:12]3[C:17]([CH:16]=[CH:15][CH:14]=[CH:13]3)=[C:9]2[C:8]=1[O:21][S:22]([C:25]([F:26])([F:27])[F:28])(=[O:24])=[O:23])[C:3]([O:5][CH3:6])=[O:4])([CH3:36])([CH3:35])[CH3:34], predict the reactants needed to synthesize it. The reactants are: [OH:1][C@@H:2]([C:7]1[C:19]([CH3:20])=[CH:18][N:10]2[N:11]=[C:12]3[C:17]([CH:16]=[CH:15][CH:14]=[CH:13]3)=[C:9]2[C:8]=1[O:21][S:22]([C:25]([F:28])([F:27])[F:26])(=[O:24])=[O:23])[C:3]([O:5][CH3:6])=[O:4].C(O[C:33]([CH3:36])([CH3:35])[CH3:34])(=O)C.Cl(O)(=O)(=O)=O. (6) Given the product [CH3:8][C@H:6]1[O:7][C@@H:2]([CH3:1])[CH2:3][N:4]([CH2:9][C:10]2[O:14][C:13]([C:15]3[CH:23]=[C:22]([C:24]4[CH:25]=[C:26]([NH:32][S:51]([C:46]5[CH:47]=[CH:48][CH:49]=[CH:50][C:45]=5[O:44][CH3:43])(=[O:53])=[O:52])[C:27]([O:30][CH3:31])=[N:28][CH:29]=4)[CH:21]=[C:20]4[C:16]=3[CH:17]=[N:18][NH:19]4)=[N:12][N:11]=2)[CH2:5]1, predict the reactants needed to synthesize it. The reactants are: [CH3:1][C@H:2]1[O:7][C@@H:6]([CH3:8])[CH2:5][N:4]([CH2:9][C:10]2[O:14][C:13]([C:15]3[CH:23]=[C:22]([C:24]4[CH:25]=[C:26]([NH2:32])[C:27]([O:30][CH3:31])=[N:28][CH:29]=4)[CH:21]=[C:20]4[C:16]=3[CH:17]=[N:18][N:19]4S(C3C=CC(C)=CC=3)(=O)=O)=[N:12][N:11]=2)[CH2:3]1.[CH3:43][O:44][C:45]1[CH:50]=[CH:49][CH:48]=[CH:47][C:46]=1[S:51](Cl)(=[O:53])=[O:52].N1C=CC=CC=1.[OH-].[Na+].Cl. (7) Given the product [Cl:10][C:9]1[C:4]([CH2:3][NH:2][C:49]([CH:46]2[CH2:47][CH2:48][C:43](=[O:42])[CH2:44][CH2:45]2)=[O:50])=[N:5][CH:6]=[CH:7][N:8]=1, predict the reactants needed to synthesize it. The reactants are: Cl.[NH2:2][CH2:3][C:4]1[C:9]([Cl:10])=[N:8][CH:7]=[CH:6][N:5]=1.C(N(CC)CC)C.F[P-](F)(F)(F)(F)F.N1(OC(N(C)C)=[N+](C)C)C2N=CC=CC=2N=N1.[O:42]=[C:43]1[CH2:48][CH2:47][CH:46]([C:49]([O-])=[O:50])[CH2:45][CH2:44]1.